From a dataset of Catalyst prediction with 721,799 reactions and 888 catalyst types from USPTO. Predict which catalyst facilitates the given reaction. Reactant: [Cl:1][C:2]1[CH:7]=[CH:6][C:5]([C:8]2[CH:13]=[C:12]([CH:14]([F:16])[F:15])[N:11]3[N:17]=[CH:18][CH:19]=[C:10]3[N:9]=2)=[CH:4][C:3]=1[CH3:20].C([O-])(=O)C.[Na+].[I:26]Cl. Product: [Cl:1][C:2]1[CH:7]=[CH:6][C:5]([C:8]2[CH:13]=[C:12]([CH:14]([F:16])[F:15])[N:11]3[N:17]=[CH:18][C:19]([I:26])=[C:10]3[N:9]=2)=[CH:4][C:3]=1[CH3:20]. The catalyst class is: 86.